This data is from Forward reaction prediction with 1.9M reactions from USPTO patents (1976-2016). The task is: Predict the product of the given reaction. (1) The product is: [CH3:25][O:24][C:22]([C:4]1[N:5]([C:16]2[CH:17]=[CH:18][CH:19]=[CH:20][CH:21]=2)[C:6]2[C:11]([C:12](=[O:13])[C:3]=1[CH2:2][NH:1][C:34](=[O:35])[C:33]1[CH:37]=[CH:38][C:30]([C:26]([CH3:28])([CH3:27])[CH3:29])=[CH:31][CH:32]=1)=[CH:10][CH:9]=[C:8]([O:14][CH3:15])[CH:7]=2)=[O:23]. Given the reactants [NH2:1][CH2:2][C:3]1[C:12](=[O:13])[C:11]2[C:6](=[CH:7][C:8]([O:14][CH3:15])=[CH:9][CH:10]=2)[N:5]([C:16]2[CH:21]=[CH:20][CH:19]=[CH:18][CH:17]=2)[C:4]=1[C:22]([O:24][CH3:25])=[O:23].[C:26]([C:30]1[CH:38]=[CH:37][C:33]([C:34](Cl)=[O:35])=[CH:32][CH:31]=1)([CH3:29])([CH3:28])[CH3:27], predict the reaction product. (2) Given the reactants [CH3:1][CH:2]1[C:6](=[O:7])[CH2:5][CH2:4][C:3]1=[O:8].[OH-].[K+].I[CH3:12], predict the reaction product. The product is: [CH3:1][C:2]1([CH3:12])[C:6](=[O:7])[CH2:5][CH2:4][C:3]1=[O:8]. (3) Given the reactants [Br:1][C:2]1[CH:10]=[C:9]([C:11]([OH:13])=[O:12])[CH:8]=[CH:7][C:3]=1[C:4]([OH:6])=[O:5].OS(O)(=O)=O.[N+:19]([O-])([OH:21])=[O:20], predict the reaction product. The product is: [Br:1][C:2]1[CH:10]=[C:9]([C:11]([OH:13])=[O:12])[C:8]([N+:19]([O-:21])=[O:20])=[CH:7][C:3]=1[C:4]([OH:6])=[O:5]. (4) Given the reactants [F:1][C:2]1[CH:19]=[CH:18][C:5]([C:6]([NH:8][C:9]2[CH:14]=[CH:13][CH:12]=[C:11]([N+:15]([O-])=O)[CH:10]=2)=[O:7])=[CH:4][CH:3]=1.[Sn](Cl)(Cl)(Cl)Cl.Cl, predict the reaction product. The product is: [NH2:15][C:11]1[CH:10]=[C:9]([NH:8][C:6](=[O:7])[C:5]2[CH:18]=[CH:19][C:2]([F:1])=[CH:3][CH:4]=2)[CH:14]=[CH:13][CH:12]=1.